From a dataset of Full USPTO retrosynthesis dataset with 1.9M reactions from patents (1976-2016). Predict the reactants needed to synthesize the given product. Given the product [C:40]([C:44]1[N:48]([CH2:49][CH:50]2[CH2:55][CH2:54][O:53][CH2:52][CH2:51]2)[C:47]2[CH:56]=[CH:57][C:58]([S:60]([N:63]3[CH:67]=[C:66]([C:68]([NH:6][CH2:5][CH:1]4[CH2:4][CH2:3][CH2:2]4)=[O:69])[CH:65]=[N:64]3)(=[O:62])=[O:61])=[CH:59][C:46]=2[N:45]=1)([CH3:43])([CH3:41])[CH3:42], predict the reactants needed to synthesize it. The reactants are: [CH:1]1([CH2:5][NH2:6])[CH2:4][CH2:3][CH2:2]1.CN(C(ON1N=NC2C=CC=NC1=2)=[N+](C)C)C.F[P-](F)(F)(F)(F)F.CCN(C(C)C)C(C)C.[C:40]([C:44]1[N:48]([CH2:49][CH:50]2[CH2:55][CH2:54][O:53][CH2:52][CH2:51]2)[C:47]2[CH:56]=[CH:57][C:58]([S:60]([N:63]3[CH:67]=[C:66]([C:68](O)=[O:69])[CH:65]=[N:64]3)(=[O:62])=[O:61])=[CH:59][C:46]=2[N:45]=1)([CH3:43])([CH3:42])[CH3:41].